This data is from Full USPTO retrosynthesis dataset with 1.9M reactions from patents (1976-2016). The task is: Predict the reactants needed to synthesize the given product. (1) Given the product [CH3:7][O:8][C:9](=[O:28])[CH2:10][C:11]1[CH:16]=[CH:15][C:14]([O:17][C:18]2[C:19]3[CH2:27][CH2:26][CH2:25][C:20]=3[N:21]=[C:22]([C:32]3[CH:33]=[CH:34][C:35]([OH:36])=[C:30]([Cl:29])[CH:31]=3)[N:23]=2)=[CH:13][CH:12]=1, predict the reactants needed to synthesize it. The reactants are: N1C=CC=NC=1.[CH3:7][O:8][C:9](=[O:28])[CH2:10][C:11]1[CH:16]=[CH:15][C:14]([O:17][C:18]2[C:19]3[CH2:27][CH2:26][CH2:25][C:20]=3[N:21]=[C:22](Cl)[N:23]=2)=[CH:13][CH:12]=1.[Cl:29][C:30]1[CH:31]=[C:32](B(O)O)[CH:33]=[CH:34][C:35]=1[OH:36].P([O-])([O-])([O-])=O.[K+].[K+].[K+].B(O)O. (2) Given the product [C:16]([O:19][CH2:20][C:21]1[C:22]([N:8]2[CH2:7][CH2:6][N:5]3[C:10](=[CH:11][C:12]4[CH2:13][C:2]([CH3:15])([CH3:1])[CH2:3][C:4]=43)[C:9]2=[O:14])=[CH:23][CH:24]=[CH:25][C:26]=1[Br:27])(=[O:18])[CH3:17], predict the reactants needed to synthesize it. The reactants are: [CH3:1][C:2]1([CH3:15])[CH2:13][C:12]2[CH:11]=[C:10]3[N:5]([CH2:6][CH2:7][NH:8][C:9]3=[O:14])[C:4]=2[CH2:3]1.[C:16]([O:19][CH2:20][C:21]1[C:26]([Br:27])=[CH:25][CH:24]=[CH:23][C:22]=1Br)(=[O:18])[CH3:17]. (3) Given the product [CH3:8][O:7][C:5](=[O:6])[C:4]1[CH:3]=[C:2]([CH:13]=[CH2:14])[N:11]=[C:10]([Cl:12])[CH:9]=1, predict the reactants needed to synthesize it. The reactants are: Cl[C:2]1[CH:3]=[C:4]([CH:9]=[C:10]([Cl:12])[N:11]=1)[C:5]([O:7][CH3:8])=[O:6].[C:13]1(P(C2C=CC=CC=2)C2C=CC=CC=2)C=CC=C[CH:14]=1.C([Sn](CCCC)(CCCC)C=C)CCC. (4) Given the product [C:1]1([C:7]2[CH:16]=[CH:15][CH:14]=[C:13]3[C:8]=2[C:9]([NH:32][CH2:33][C:34]2[CH:39]=[CH:38][CH:37]=[CH:36][N:35]=2)=[N:10][C:11]([C:17]2[CH:18]=[C:19]([C:23]4[N:27]=[C:26]([C:28]([N:51]5[CH2:50][CH2:49][CH:48]([NH:47][C:40](=[O:41])[O:42][C:43]([CH3:45])([CH3:44])[CH3:46])[CH2:53][CH2:52]5)=[O:29])[O:25][N:24]=4)[CH:20]=[N:21][CH:22]=2)=[N:12]3)[CH:6]=[CH:5][CH:4]=[CH:3][CH:2]=1, predict the reactants needed to synthesize it. The reactants are: [C:1]1([C:7]2[CH:16]=[CH:15][CH:14]=[C:13]3[C:8]=2[C:9]([NH:32][CH2:33][C:34]2[CH:39]=[CH:38][CH:37]=[CH:36][N:35]=2)=[N:10][C:11]([C:17]2[CH:18]=[C:19]([C:23]4[N:27]=[C:26]([C:28](OC)=[O:29])[O:25][N:24]=4)[CH:20]=[N:21][CH:22]=2)=[N:12]3)[CH:6]=[CH:5][CH:4]=[CH:3][CH:2]=1.[C:40]([NH:47][CH:48]1[CH2:53][CH2:52][NH:51][CH2:50][CH2:49]1)([O:42][C:43]([CH3:46])([CH3:45])[CH3:44])=[O:41]. (5) Given the product [F:1][C:2]1[CH:7]=[C:6]([I:27])[CH:5]=[CH:4][C:3]=1[NH:12][C:13]1[C:14]([N+:24]([O-:26])=[O:25])=[C:15]2[O:23][CH2:22][CH2:21][N:16]2[C:17](=[O:20])[C:18]=1[CH3:19], predict the reactants needed to synthesize it. The reactants are: [F:1][C:2]1[CH:7]=[C:6]([Si](C)(C)C)[CH:5]=[CH:4][C:3]=1[NH:12][C:13]1[C:14]([N+:24]([O-:26])=[O:25])=[C:15]2[O:23][CH2:22][CH2:21][N:16]2[C:17](=[O:20])[C:18]=1[CH3:19].[I:27]Cl. (6) Given the product [F:28][C:27]([F:30])([F:29])[C:23]1[CH:22]=[C:21]2[C:26]([C:17]([S:16][CH2:15][CH2:14][CH2:13][CH2:12][CH2:11][O:10][C:6]3[C:7](=[O:9])[CH:8]=[C:3]([CH2:2][F:37])[O:4][CH:5]=3)=[CH:18][CH:19]=[N:20]2)=[CH:25][CH:24]=1, predict the reactants needed to synthesize it. The reactants are: O[CH2:2][C:3]1[O:4][CH:5]=[C:6]([O:10][CH2:11][CH2:12][CH2:13][CH2:14][CH2:15][S:16][C:17]2[C:26]3[C:21](=[CH:22][C:23]([C:27]([F:30])([F:29])[F:28])=[CH:24][CH:25]=3)[N:20]=[CH:19][CH:18]=2)[C:7](=[O:9])[CH:8]=1.C(N(S(F)(F)[F:37])CC)C. (7) Given the product [C@H:6]1([O:24][C:25]2[CH:26]=[CH:27][C:28]([C:31]3[CH:32]=[CH:33][C:34]([C:37]([O:39][CH3:40])=[O:38])=[N:35][CH:36]=3)=[CH:29][CH:30]=2)[O:7][C@H:8]([CH2:19][OH:20])[C@@H:9]([OH:15])[C@H:10]([OH:11])[C@@H:5]1[OH:4], predict the reactants needed to synthesize it. The reactants are: C([O:4][C@H:5]1[C@@H:10]([O:11]C(=O)C)[C@H:9]([O:15]C(=O)C)[C@@H:8]([CH2:19][O:20]C(=O)C)[O:7][C@@H:6]1[O:24][C:25]1[CH:30]=[CH:29][C:28]([C:31]2[CH:32]=[CH:33][C:34]([C:37]([O:39][CH3:40])=[O:38])=[N:35][CH:36]=2)=[CH:27][CH:26]=1)(=O)C.